Task: Predict the reaction yield, written as a fraction of the theoretical maximum amount of product (1.0 means a 100% yield; for example, 0.34 means a 34% yield).. Dataset: Reaction yield outcomes from USPTO patents with 853,638 reactions (1) The reactants are Cl[CH2:2][CH2:3][CH2:4][CH2:5][N:6]1[C:10]2[CH:11]=[CH:12][CH:13]=[CH:14][C:9]=2[N:8]=[N:7]1.[C:15]1([CH:25]2[CH2:30][CH2:29][NH:28][CH2:27][CH2:26]2)[C:24]2[C:19](=[CH:20][CH:21]=[CH:22][CH:23]=2)[CH:18]=[CH:17][CH:16]=1.C(N(C(C)C)CC)(C)C.[I-].[K+]. The catalyst is C(#N)C. The product is [N:6]1([CH2:5][CH2:4][CH2:3][CH2:2][N:28]2[CH2:29][CH2:30][CH:25]([C:15]3[C:24]4[C:19](=[CH:20][CH:21]=[CH:22][CH:23]=4)[CH:18]=[CH:17][CH:16]=3)[CH2:26][CH2:27]2)[C:10]2[CH:11]=[CH:12][CH:13]=[CH:14][C:9]=2[N:8]=[N:7]1. The yield is 0.601. (2) The reactants are [Cl:1][C:2]1[CH:7]=[C:6]([F:8])[CH:5]=[CH:4][C:3]=1[C@H:9]1[C:14]([C:15]([O:17][CH2:18][CH3:19])=[O:16])=[C:13]([CH3:20])[NH:12][C:11]([C:21]2[S:22][CH:23]=[CH:24][N:25]=2)=[N:10]1.C1C(=O)N([Br:33])C(=O)C1. The catalyst is C(Cl)(Cl)(Cl)Cl. The product is [Cl:1][C:2]1[CH:7]=[C:6]([F:8])[CH:5]=[CH:4][C:3]=1[C@H:9]1[C:14]([C:15]([O:17][CH2:18][CH3:19])=[O:16])=[C:13]([CH2:20][Br:33])[NH:12][C:11]([C:21]2[S:22][CH:23]=[CH:24][N:25]=2)=[N:10]1. The yield is 0.820. (3) The reactants are [Cl:1][C:2]1[CH:7]=[C:6]([F:8])[C:5]([OH:9])=[C:4]([F:10])[CH:3]=1.F[C:12]1[CH:19]=[CH:18][C:15]([CH:16]=[O:17])=[CH:14][CH:13]=1.C([O-])([O-])=O.[K+].[K+]. The catalyst is CN(C=O)C.O. The product is [Cl:1][C:2]1[CH:7]=[C:6]([F:8])[C:5]([O:9][C:12]2[CH:19]=[CH:18][C:15]([CH:16]=[O:17])=[CH:14][CH:13]=2)=[C:4]([F:10])[CH:3]=1. The yield is 0.661.